Predict which catalyst facilitates the given reaction. From a dataset of Catalyst prediction with 721,799 reactions and 888 catalyst types from USPTO. (1) Reactant: [CH3:1][C:2]1([CH3:17])[C:6]2=[N:7][CH:8]=[C:9]([N:11]3[CH2:16][CH2:15][O:14][CH2:13][CH2:12]3)[CH:10]=[C:5]2[NH:4][CH2:3]1.Cl[C:19]1[C:28]2[C:23](=[N:24][CH:25]=[CH:26][CH:27]=2)[N:22]=[C:21]([C:29]2[CH:34]=[C:33]([CH3:35])[CH:32]=[CH:31][N:30]=2)[C:20]=1[CH3:36].CC(C)([O-])C.[Na+].CC(C1C=C(C(C)C)C(C2C=CC=CC=2P(C2CCCCC2)C2CCCCC2)=C(C(C)C)C=1)C. Product: [CH3:1][C:2]1([CH3:17])[C:6]2=[N:7][CH:8]=[C:9]([N:11]3[CH2:16][CH2:15][O:14][CH2:13][CH2:12]3)[CH:10]=[C:5]2[N:4]([C:19]2[C:28]3[C:23](=[N:24][CH:25]=[CH:26][CH:27]=3)[N:22]=[C:21]([C:29]3[CH:34]=[C:33]([CH3:35])[CH:32]=[CH:31][N:30]=3)[C:20]=2[CH3:36])[CH2:3]1. The catalyst class is: 11. (2) Reactant: [CH3:1][N:2]1[C:6]2[CH:7]=[CH:8][C:9]([C:11]([OH:13])=O)=[CH:10][C:5]=2[N:4]=[C:3]1[NH:14][C:15]1[S:16][C:17]2[CH:23]=[C:22]([O:24][C:25]([F:28])([F:27])[F:26])[CH:21]=[CH:20][C:18]=2[N:19]=1.[C:29]([O:33][C:34]([N:36]1[CH2:40][CH2:39][CH:38]([NH2:41])[CH2:37]1)=[O:35])([CH3:32])([CH3:31])[CH3:30].CN(C(ON1N=NC2C=CC=CC1=2)=[N+](C)C)C.F[P-](F)(F)(F)(F)F.CCN(C(C)C)C(C)C. Product: [C:29]([O:33][C:34]([N:36]1[CH2:40][CH2:39][CH:38]([NH:41][C:11]([C:9]2[CH:8]=[CH:7][C:6]3[N:2]([CH3:1])[C:3]([NH:14][C:15]4[S:16][C:17]5[CH:23]=[C:22]([O:24][C:25]([F:26])([F:28])[F:27])[CH:21]=[CH:20][C:18]=5[N:19]=4)=[N:4][C:5]=3[CH:10]=2)=[O:13])[CH2:37]1)=[O:35])([CH3:32])([CH3:30])[CH3:31]. The catalyst class is: 3. (3) Reactant: C(=O)([O-])[O-].[Na+].[Na+].Br[C:8]1[C:13]([C:14]([F:17])([F:16])[F:15])=[CH:12][C:11]([NH:18][C:19]2[N:23]=[C:22]([NH2:24])[NH:21][N:20]=2)=[CH:10][C:9]=1[Cl:25].CN1C(C)(C)CC(SC2C=CC(B3OC(C)(C)C(C)(C)O3)=CC=2)CC1(C)C.[C:53]([NH:57][S:58]([C:61]1[CH:66]=[CH:65][C:64](B(O)O)=[CH:63][CH:62]=1)(=[O:60])=[O:59])([CH3:56])([CH3:55])[CH3:54]. Product: [C:53]([NH:57][S:58]([C:61]1[CH:66]=[CH:65][C:64]([C:8]2[C:9]([Cl:25])=[CH:10][C:11]([NH:18][C:19]3[N:23]=[C:22]([NH2:24])[NH:21][N:20]=3)=[CH:12][C:13]=2[C:14]([F:17])([F:16])[F:15])=[CH:63][CH:62]=1)(=[O:60])=[O:59])([CH3:56])([CH3:54])[CH3:55]. The catalyst class is: 57. (4) Reactant: [NH2:1][CH2:2][CH:3]([OH:10])[CH2:4][CH2:5][C:6]([F:9])([F:8])[F:7].C(=O)([O-])[O-].[Cs+].[Cs+].Br[CH2:18][C:19]1[C:20]([Cl:26])=[N:21][C:22]([Cl:25])=[CH:23][CH:24]=1. Product: [Cl:26][C:20]1[C:19]([CH2:18][NH:1][CH2:2][CH:3]([OH:10])[CH2:4][CH2:5][C:6]([F:9])([F:8])[F:7])=[CH:24][CH:23]=[C:22]([Cl:25])[N:21]=1. The catalyst class is: 3. (5) Reactant: [NH2:1][C:2]1[CH:3]=[C:4]([CH:8]=[CH:9][C:10]=1[F:11])[C:5](O)=[O:6].B.C1COCC1. Product: [NH2:1][C:2]1[CH:3]=[C:4]([CH:8]=[CH:9][C:10]=1[F:11])[CH2:5][OH:6]. The catalyst class is: 1. (6) The catalyst class is: 39. Product: [CH2:1]([O:8][C:9]([N:11]1[CH2:17][CH2:16][CH2:15][CH2:14][C:13]2[CH:18]=[C:19]([N:22]3[CH2:26][CH:25]([CH2:27][N:34]=[N+:35]=[N-:36])[O:24][C:23]3=[O:33])[CH:20]=[CH:21][C:12]1=2)=[O:10])[C:2]1[CH:7]=[CH:6][CH:5]=[CH:4][CH:3]=1. Reactant: [CH2:1]([O:8][C:9]([N:11]1[CH2:17][CH2:16][CH2:15][CH2:14][C:13]2[CH:18]=[C:19]([N:22]3[CH2:26][CH:25]([CH2:27]OS(C)(=O)=O)[O:24][C:23]3=[O:33])[CH:20]=[CH:21][C:12]1=2)=[O:10])[C:2]1[CH:7]=[CH:6][CH:5]=[CH:4][CH:3]=1.[N-:34]=[N+:35]=[N-:36].[Na+]. (7) Reactant: C([O:3][C:4]([C:6]1([NH:15][C:16](=[O:29])[C:17]2[CH:22]=[CH:21][CH:20]=[C:19]([CH3:23])[C:18]=2[CH2:24][CH2:25][CH2:26][CH2:27][CH3:28])[CH2:14][C:13]2[C:8](=[CH:9][CH:10]=[CH:11][CH:12]=2)[CH2:7]1)=[O:5])C.[OH-].[K+].O. Product: [CH3:23][C:19]1[C:18]([CH2:24][CH2:25][CH2:26][CH2:27][CH3:28])=[C:17]([CH:22]=[CH:21][CH:20]=1)[C:16]([NH:15][C:6]1([C:4]([OH:5])=[O:3])[CH2:14][C:13]2[C:8](=[CH:9][CH:10]=[CH:11][CH:12]=2)[CH2:7]1)=[O:29]. The catalyst class is: 14. (8) Reactant: [CH2:1]([C@@H:8]1[O:12][C:11]([CH3:14])([CH3:13])[O:10][C:9]1=[O:15])[C:2]1[CH:7]=[CH:6][CH:5]=[CH:4][CH:3]=1.[Li+].CC([N-]C(C)C)C.[C:24]([O:28][CH3:29])(=[O:27])[CH:25]=[CH2:26]. Product: [CH3:29][O:28][C:24](=[O:27])[CH2:25][CH2:26][C:8]1([CH2:1][C:2]2[CH:3]=[CH:4][CH:5]=[CH:6][CH:7]=2)[C:9](=[O:15])[O:10][C:11]([CH3:13])([CH3:14])[O:12]1. The catalyst class is: 1. (9) Reactant: [Cl:1][C:2]1[CH:7]=[CH:6][C:5]([CH:8]([C:10]2[C:11]([F:17])=[N:12][CH:13]=[CH:14][C:15]=2[I:16])[OH:9])=[CH:4][CH:3]=1. Product: [Cl:1][C:2]1[CH:3]=[CH:4][C:5]([C:8]([C:10]2[C:11]([F:17])=[N:12][CH:13]=[CH:14][C:15]=2[I:16])=[O:9])=[CH:6][CH:7]=1. The catalyst class is: 485. (10) Reactant: OO[S:3]([O-:5])=[O:4].[K+].C(S[CH2:10][C:11]1[N:12]([CH2:38][CH2:39][CH3:40])[C:13]([C:16]2[CH:21]=[CH:20][N:19]=[C:18]([NH:22][C:23]3[CH:28]=[CH:27][C:26]([S:29](=[O:37])(=[O:36])[NH:30][CH2:31][CH2:32][O:33][CH2:34][CH3:35])=[CH:25][CH:24]=3)[N:17]=2)=[CH:14][N:15]=1)C.CO.[CH3:43][C:44](C)=O.O. Product: [CH2:43]([S:3]([CH2:10][C:11]1[N:12]([CH2:38][CH2:39][CH3:40])[C:13]([C:16]2[CH:21]=[CH:20][N:19]=[C:18]([NH:22][C:23]3[CH:24]=[CH:25][C:26]([S:29](=[O:37])(=[O:36])[NH:30][CH2:31][CH2:32][O:33][CH2:34][CH3:35])=[CH:27][CH:28]=3)[N:17]=2)=[CH:14][N:15]=1)(=[O:5])=[O:4])[CH3:44]. The catalyst class is: 6.